This data is from Antibody developability classification from SAbDab with 2,409 antibodies. The task is: Regression/Classification. Given an antibody's heavy chain and light chain sequences, predict its developability. TAP uses regression for 5 developability metrics; SAbDab uses binary classification. Result: 0 (not developable). The antibody is ['RVQLQQSGPGLVKPSQSLSLTCTVTGYSITSDFAWNWIRQFPGNKLEWMGYINYSGFTSHNPSLKSRISITRDTSKNQFFLQLNSVTTEDTATYYCAGLLWYDGGAGSWGQGTLVTVSA', 'PROT_810B6882'].